This data is from Reaction yield outcomes from USPTO patents with 853,638 reactions. The task is: Predict the reaction yield, written as a fraction of the theoretical maximum amount of product (1.0 means a 100% yield; for example, 0.34 means a 34% yield). (1) The reactants are [Br:1][C:2]1[CH:3]=[CH:4][N:5]2[CH:10]=[C:9]([CH2:11][CH3:12])[NH:8][C:7](=[O:13])[C:6]=12.[C:14]1(B(O)O)[CH:19]=[CH:18][CH:17]=[CH:16][CH:15]=1.N1C=CC=CC=1. The catalyst is C(Cl)Cl.CC([O-])=O.CC([O-])=O.[Cu+2]. The product is [Br:1][C:2]1[CH:3]=[CH:4][N:5]2[CH:10]=[C:9]([CH2:11][CH3:12])[N:8]([C:14]3[CH:19]=[CH:18][CH:17]=[CH:16][CH:15]=3)[C:7](=[O:13])[C:6]=12. The yield is 0.560. (2) The yield is 0.410. The catalyst is O1CCCC1. The product is [C:26]([O:30][C:31](=[O:49])[N:32]([C:33]1[CH:38]=[CH:37][C:36]([CH:39]([C:12]2[C:13]3[C:14](=[N:15][CH:16]=[C:17]([Cl:19])[CH:18]=3)[N:10]([S:7]([C:1]3[CH:6]=[CH:5][CH:4]=[CH:3][CH:2]=3)(=[O:9])=[O:8])[CH:11]=2)[OH:40])=[CH:35][N:34]=1)[CH2:41][C:42]1[CH:47]=[CH:46][CH:45]=[CH:44][C:43]=1[F:48])([CH3:29])([CH3:27])[CH3:28]. The reactants are [C:1]1([S:7]([N:10]2[C:14]3=[N:15][CH:16]=[C:17]([Cl:19])[CH:18]=[C:13]3[C:12](I)=[CH:11]2)(=[O:9])=[O:8])[CH:6]=[CH:5][CH:4]=[CH:3][CH:2]=1.C([Mg]Cl)(C)C.[C:26]([O:30][C:31](=[O:49])[N:32]([CH2:41][C:42]1[CH:47]=[CH:46][CH:45]=[CH:44][C:43]=1[F:48])[C:33]1[CH:38]=[CH:37][C:36]([CH:39]=[O:40])=[CH:35][N:34]=1)([CH3:29])([CH3:28])[CH3:27].[Cl-].[NH4+]. (3) The catalyst is ClCCl.C([O-])(=O)C.[Cu+2].C([O-])(=O)C. The product is [CH:1]1([N:6]2[CH2:7][CH2:8][N:9]([C:12]([C:14]3[CH:15]=[C:16]4[C:20](=[CH:21][CH:22]=3)[N:19]([C:37]3[CH:38]=[CH:39][C:34]([CH3:33])=[CH:35][CH:36]=3)[C:18]([C:23]([N:25]3[CH2:26][CH2:27][C:28]([F:31])([F:32])[CH2:29][CH2:30]3)=[O:24])=[CH:17]4)=[O:13])[CH2:10][CH2:11]2)[CH2:5][CH2:4][CH2:3][CH2:2]1. The reactants are [CH:1]1([N:6]2[CH2:11][CH2:10][N:9]([C:12]([C:14]3[CH:15]=[C:16]4[C:20](=[CH:21][CH:22]=3)[NH:19][C:18]([C:23]([N:25]3[CH2:30][CH2:29][C:28]([F:32])([F:31])[CH2:27][CH2:26]3)=[O:24])=[CH:17]4)=[O:13])[CH2:8][CH2:7]2)[CH2:5][CH2:4][CH2:3][CH2:2]1.[CH3:33][C:34]1[CH:39]=[CH:38][C:37](B(O)O)=[CH:36][CH:35]=1.N1C=CC=CC=1. The yield is 0.890.